This data is from Catalyst prediction with 721,799 reactions and 888 catalyst types from USPTO. The task is: Predict which catalyst facilitates the given reaction. Reactant: F[P-](F)(F)(F)(F)F.N1(O[P+](N(C)C)(N(C)C)N(C)C)C2C=CC=CC=2N=N1.[CH3:28][C:29]1[CH:38]=[C:37]2[C:32]([C:33]([N:46]3[CH2:51][CH2:50][NH:49][CH2:48][CH2:47]3)=[N:34][C:35]([C:39]3[CH:44]=[CH:43][CH:42]=[CH:41][C:40]=3[OH:45])=[N:36]2)=[CH:31][CH:30]=1.[OH:52][C@@H:53]([CH2:57][CH:58]([CH3:60])[CH3:59])[C:54](O)=[O:55].C(N(CC)CC)C. Product: [OH:52][C@@H:53]([CH2:57][CH:58]([CH3:60])[CH3:59])[C:54]([N:49]1[CH2:50][CH2:51][N:46]([C:33]2[C:32]3[C:37](=[CH:38][C:29]([CH3:28])=[CH:30][CH:31]=3)[N:36]=[C:35]([C:39]3[CH:44]=[CH:43][CH:42]=[CH:41][C:40]=3[OH:45])[N:34]=2)[CH2:47][CH2:48]1)=[O:55]. The catalyst class is: 3.